From a dataset of Full USPTO retrosynthesis dataset with 1.9M reactions from patents (1976-2016). Predict the reactants needed to synthesize the given product. (1) Given the product [NH2:39][C:32]1[C:33]2[C:38](=[CH:37][CH:36]=[CH:35][CH:34]=2)[C:29]([O:28][C:26]2[CH:25]=[CH:24][N:23]=[C:22]([NH:21][C:5]3[CH:6]=[C:7]([CH:8]=[C:3]([O:2][CH3:1])[CH:4]=3)[C:9]([NH:10][CH2:11][CH2:12][N:13]3[CH2:18][CH2:17][N:16]([CH3:19])[CH2:15][CH2:14]3)=[O:20])[CH:27]=2)=[CH:30][CH:31]=1, predict the reactants needed to synthesize it. The reactants are: [CH3:1][O:2][C:3]1[CH:4]=[C:5]([NH:21][C:22]2[CH:27]=[C:26]([O:28][C:29]3[C:38]4[C:33](=[CH:34][CH:35]=[CH:36][CH:37]=4)[C:32]([NH:39]C(=O)OC(C)(C)C)=[CH:31][CH:30]=3)[CH:25]=[CH:24][N:23]=2)[CH:6]=[C:7]([C:9](=[O:20])[NH:10][CH2:11][CH2:12][N:13]2[CH2:18][CH2:17][N:16]([CH3:19])[CH2:15][CH2:14]2)[CH:8]=1.C(O)(C(F)(F)F)=O. (2) Given the product [NH:1]1[CH2:6][CH2:5][CH2:4][CH:3]([CH2:7][CH2:8][CH2:9][OH:10])[CH2:2]1, predict the reactants needed to synthesize it. The reactants are: [N:1]1[CH:6]=[CH:5][CH:4]=[C:3]([CH2:7][CH2:8][CH2:9][OH:10])[CH:2]=1.CC(O)=O.Cl.CCO. (3) Given the product [CH3:21][O:22][C:23]1[CH:31]=[CH:30][C:26]([C:27]([N:16]2[CH2:17][CH2:18][CH2:19][N:13]3[N:12]=[C:11]([C:9]([NH:8][O:7][CH:2]4[CH2:3][CH2:4][CH2:5][CH2:6][O:1]4)=[O:10])[CH:20]=[C:14]3[CH2:15]2)=[O:28])=[CH:25][CH:24]=1, predict the reactants needed to synthesize it. The reactants are: [O:1]1[CH2:6][CH2:5][CH2:4][CH2:3][CH:2]1[O:7][NH:8][C:9]([C:11]1[CH:20]=[C:14]2[CH2:15][NH:16][CH2:17][CH2:18][CH2:19][N:13]2[N:12]=1)=[O:10].[CH3:21][O:22][C:23]1[CH:31]=[CH:30][C:26]([C:27](O)=[O:28])=[CH:25][CH:24]=1.F[P-](F)(F)(F)(F)F.C[N+](C)=C(N(C)C)ON1C2N=CC=CC=2N=N1.CN1CCOCC1. (4) Given the product [BrH:15].[Br:15][CH2:12][C:11]1([Cl:13])[S:14][C:8]([S:7][C:1]2[CH:2]=[CH:3][CH:4]=[CH:5][CH:6]=2)=[N:9][CH2:10]1.[BrH:15], predict the reactants needed to synthesize it. The reactants are: [C:1]1([S:7][C:8](=[S:14])[NH:9][CH2:10][C:11]([Cl:13])=[CH2:12])[CH:6]=[CH:5][CH:4]=[CH:3][CH:2]=1.[Br:15]Br. (5) Given the product [Cl:1][C:2]1[N:3]=[C:4]([N:23]2[CH2:24][CH2:25][C:20]([CH3:19])([OH:26])[CH2:21][CH2:22]2)[C:5]2[CH2:10][CH2:9][CH:8]([C:11]3[CH:16]=[CH:15][C:14]([F:17])=[CH:13][CH:12]=3)[C:6]=2[N:7]=1, predict the reactants needed to synthesize it. The reactants are: [Cl:1][C:2]1[N:3]=[C:4](Cl)[C:5]2[CH2:10][CH2:9][CH:8]([C:11]3[CH:16]=[CH:15][C:14]([F:17])=[CH:13][CH:12]=3)[C:6]=2[N:7]=1.[CH3:19][C:20]1([OH:26])[CH2:25][CH2:24][NH:23][CH2:22][CH2:21]1. (6) Given the product [O:27]1[CH2:2][CH2:1][N:3]([CH2:4][CH2:5][O:6][C:7]2[CH:8]=[CH:9][C:10]([C:13](=[O:17])[CH2:14][CH2:15][CH3:16])=[CH:11][CH:12]=2)[CH2:18][CH2:19]1, predict the reactants needed to synthesize it. The reactants are: [CH2:1]([N:3]([CH2:18][CH3:19])[CH2:4][CH2:5][O:6][C:7]1[CH:12]=[CH:11][C:10]([C:13](=[O:17])[CH2:14][CH2:15][CH3:16])=[CH:9][CH:8]=1)[CH3:2].Cl.ClCCN1CC[O:27]CC1. (7) Given the product [CH2:7]([O:8][C:16]1[C:17]([NH2:18])=[C:12]([Cl:11])[N:13]=[C:14]([S:20][CH3:21])[N:15]=1)[C:1]1[CH:6]=[CH:5][CH:4]=[CH:3][CH:2]=1, predict the reactants needed to synthesize it. The reactants are: [C:1]1([CH2:7][OH:8])[CH:6]=[CH:5][CH:4]=[CH:3][CH:2]=1.[H-].[Na+].[Cl:11][C:12]1[C:17]([NH2:18])=[C:16](Cl)[N:15]=[C:14]([S:20][CH3:21])[N:13]=1. (8) Given the product [Br:8][C:5]1[CH:6]=[CH:7][C:2]([NH:16][CH2:15][CH:12]2[CH2:14][CH2:13]2)=[C:3]([N+:9]([O-:11])=[O:10])[CH:4]=1, predict the reactants needed to synthesize it. The reactants are: Br[C:2]1[CH:7]=[CH:6][C:5]([Br:8])=[CH:4][C:3]=1[N+:9]([O-:11])=[O:10].[CH:12]1([CH2:15][NH2:16])[CH2:14][CH2:13]1. (9) Given the product [CH3:30][C:29]1[CH:28]=[CH:27][O:26][C:25]=1[C:23]([NH:22][C:18]1[CH:17]=[C:16]([C:15]#[C:14][C:12]2[CH:11]=[N:10][CH:9]=[C:8]([CH:13]=2)[C:7]([N:6]=[S:5]([CH2:4][CH2:3][CH2:2][N:40]([CH3:39])[CH2:41][C@H:42]([OH:43])[C@@H:44]([OH:45])[C@@H:46]([OH:47])[C@H:48]([OH:49])[CH2:50][OH:51])(=[O:38])[C:32]2[CH:33]=[CH:34][CH:35]=[CH:36][CH:37]=2)=[O:31])[CH:21]=[CH:20][CH:19]=1)=[O:24], predict the reactants needed to synthesize it. The reactants are: Br[CH2:2][CH2:3][CH2:4][S:5](=[O:38])([C:32]1[CH:37]=[CH:36][CH:35]=[CH:34][CH:33]=1)=[N:6][C:7](=[O:31])[C:8]1[CH:13]=[C:12]([C:14]#[C:15][C:16]2[CH:21]=[CH:20][CH:19]=[C:18]([NH:22][C:23]([C:25]3[O:26][CH:27]=[CH:28][C:29]=3[CH3:30])=[O:24])[CH:17]=2)[CH:11]=[N:10][CH:9]=1.[CH3:39][NH:40][CH2:41][C@@H:42]([C@H:44]([C@H:46]([C@@H:48]([CH2:50][OH:51])[OH:49])[OH:47])[OH:45])[OH:43]. (10) Given the product [Cl:10][C:9]1[N:8]=[C:7]2[CH:11]=[N:12][CH:13]=[CH:14][C:6]2=[N:5][C:4]=1[N:23]1[CH2:22][CH2:21][CH:20]([O:19][C:18]2[CH:26]=[CH:27][C:28]([F:30])=[CH:29][C:17]=2[F:16])[CH2:25][CH2:24]1, predict the reactants needed to synthesize it. The reactants are: N#N.Cl[C:4]1[N:5]=[C:6]2[CH:14]=[CH:13][N:12]=[CH:11][C:7]2=[N:8][C:9]=1[Cl:10].Cl.[F:16][C:17]1[CH:29]=[C:28]([F:30])[CH:27]=[CH:26][C:18]=1[O:19][CH:20]1[CH2:25][CH2:24][NH:23][CH2:22][CH2:21]1.C(N(C(C)C)C(C)C)C.